From a dataset of Full USPTO retrosynthesis dataset with 1.9M reactions from patents (1976-2016). Predict the reactants needed to synthesize the given product. (1) Given the product [O:44]([C:43](=[CH2:42])[CH2:26][CH2:25][CH2:24][CH2:23][O:22][C:17]1[C:18]([O:20][CH3:21])=[CH:19][C:6]2[C:5](=[O:36])[N:4]3[CH2:37][CH2:38][CH2:39][CH:3]3[C@H:2]([OH:1])[N:8]([C:9]([O:11][C:12]([CH3:13])([CH3:14])[CH3:15])=[O:10])[C:7]=2[CH:16]=1)[OH:46], predict the reactants needed to synthesize it. The reactants are: [OH:1][C@@H:2]1[N:8]([C:9]([O:11][C:12]([CH3:15])([CH3:14])[CH3:13])=[O:10])[C:7]2[CH:16]=[C:17]([O:22][CH2:23][CH2:24][CH2:25][CH2:26]CC(=O)OCC(Cl)(Cl)Cl)[C:18]([O:20][CH3:21])=[CH:19][C:6]=2[C:5](=[O:36])[N:4]2[CH2:37][CH2:38][CH2:39][CH:3]12.[NH4+].[Cl-].[CH3:42][C:43](C)=[O:44].[OH2:46]. (2) Given the product [NH2:19][C@H:16]1[CH2:17][CH2:18][C@H:13]([NH:12][C:7]2[C:6]([F:30])=[CH:5][C:4]([C:1]([NH2:2])=[O:3])=[C:9]([O:10][CH3:11])[N:8]=2)[CH2:14][CH2:15]1, predict the reactants needed to synthesize it. The reactants are: [C:1]([C:4]1[CH:5]=[C:6]([F:30])[C:7]([NH:12][C@H:13]2[CH2:18][CH2:17][C@H:16]([NH:19]C(=O)OCC3C=CC=CC=3)[CH2:15][CH2:14]2)=[N:8][C:9]=1[O:10][CH3:11])(=[O:3])[NH2:2]. (3) Given the product [CH2:3]([C@@H:2]1[C:5]2[N:6]([S:13]([C:16]3[CH:22]=[CH:21][C:19]([CH3:20])=[CH:18][CH:17]=3)(=[O:15])=[O:14])[CH:7]=[CH:8][C:9]=2[C:10](=[O:11])[NH:1]1)[CH3:4], predict the reactants needed to synthesize it. The reactants are: [NH2:1][C@@H:2]([C:5]1[N:6]([S:13]([C:16]2[CH:22]=[CH:21][C:19]([CH3:20])=[CH:18][CH:17]=2)(=[O:15])=[O:14])[CH:7]=[CH:8][C:9]=1[C:10](O)=[O:11])[CH2:3][CH3:4].FC(F)(F)C(O)=O.N[C@@H](C1N(S(C2C=CC(C)=CC=2)(=O)=O)C=CC=1C(O)=O)CC.CCN(C(C)C)C(C)C.CCCP1(OP(CCC)(=O)OP(CCC)(=O)O1)=O. (4) Given the product [O:37]1[CH:41]=[CH:40][CH:39]=[C:38]1[CH2:42][NH:43][CH2:1][C:3]1[CH:4]=[CH:5][C:6]([C:9]#[C:10][C:11]2[CH:12]=[CH:13][C:14]([C:15]([N:17]([CH3:34])[C@:18]([CH3:33])([C:23]([NH:25][O:26][CH:27]3[CH2:32][CH2:31][CH2:30][CH2:29][O:28]3)=[O:24])[C:19]([NH:21][CH3:22])=[O:20])=[O:16])=[CH:35][CH:36]=2)=[CH:7][CH:8]=1, predict the reactants needed to synthesize it. The reactants are: [CH:1]([C:3]1[CH:8]=[CH:7][C:6]([C:9]#[C:10][C:11]2[CH:36]=[CH:35][C:14]([C:15]([N:17]([CH3:34])[C@:18]([CH3:33])([C:23]([NH:25][O:26][CH:27]3[CH2:32][CH2:31][CH2:30][CH2:29][O:28]3)=[O:24])[C:19]([NH:21][CH3:22])=[O:20])=[O:16])=[CH:13][CH:12]=2)=[CH:5][CH:4]=1)=O.[O:37]1[CH:41]=[CH:40][CH:39]=[C:38]1[CH2:42][NH2:43]. (5) Given the product [CH3:41][O:42][CH2:43][CH2:44][NH:45][C:28]([C:10]1[C:9]([O:8][CH2:1][C:2]2[CH:7]=[CH:6][CH:5]=[CH:4][CH:3]=2)=[C:18]2[C:13]([CH:14]=[C:15]([CH2:19][C:20]3[CH:21]=[CH:22][C:23]([F:26])=[CH:24][CH:25]=3)[CH:16]=[N:17]2)=[C:12]([I:27])[N:11]=1)=[O:30], predict the reactants needed to synthesize it. The reactants are: [CH2:1]([O:8][C:9]1[C:10]([C:28]([OH:30])=O)=[N:11][C:12]([I:27])=[C:13]2[C:18]=1[N:17]=[CH:16][C:15]([CH2:19][C:20]1[CH:25]=[CH:24][C:23]([F:26])=[CH:22][CH:21]=1)=[CH:14]2)[C:2]1[CH:7]=[CH:6][CH:5]=[CH:4][CH:3]=1.ON1C2C=CC=CC=2N=N1.[CH3:41][O:42][CH2:43][CH2:44][NH2:45].Cl.C(N=C=NCCCN(C)C)C.Cl. (6) The reactants are: [CH:1]([C@H:14]1[N:19]2[CH2:20][CH2:21][N:22](C(OCC3C=CC=CC=3)=O)[CH2:23][C@H:18]2[CH2:17][N:16]([CH2:34][C:35]2[C:40]([O:41][CH3:42])=[CH:39][CH:38]=[C:37]([N:43]3[C:47]([C:48]([F:51])([F:50])[F:49])=[N:46][N:45]=[N:44]3)[C:36]=2[O:52][CH3:53])[CH2:15]1)([C:8]1[CH:13]=[CH:12][CH:11]=[CH:10][CH:9]=1)[C:2]1[CH:7]=[CH:6][CH:5]=[CH:4][CH:3]=1.C(N(CC)CC)C. Given the product [CH:1]([C@H:14]1[N:19]2[CH2:20][CH2:21][NH:22][CH2:23][C@@H:18]2[CH2:17][N:16]([CH2:34][C:35]2[C:40]([O:41][CH3:42])=[CH:39][CH:38]=[C:37]([N:43]3[C:47]([C:48]([F:49])([F:51])[F:50])=[N:46][N:45]=[N:44]3)[C:36]=2[O:52][CH3:53])[CH2:15]1)([C:8]1[CH:13]=[CH:12][CH:11]=[CH:10][CH:9]=1)[C:2]1[CH:7]=[CH:6][CH:5]=[CH:4][CH:3]=1, predict the reactants needed to synthesize it. (7) Given the product [CH:1]([C:4]1[CH:12]=[CH:11][C:7]([C:8]([Cl:21])=[O:9])=[CH:6][CH:5]=1)([CH3:3])[CH3:2], predict the reactants needed to synthesize it. The reactants are: [CH:1]([C:4]1[CH:12]=[CH:11][C:7]([C:8](O)=[O:9])=[CH:6][CH:5]=1)([CH3:3])[CH3:2].N1C=CC=CC=1.S(Cl)([Cl:21])=O.